This data is from Experimentally validated miRNA-target interactions with 360,000+ pairs, plus equal number of negative samples. The task is: Binary Classification. Given a miRNA mature sequence and a target amino acid sequence, predict their likelihood of interaction. The miRNA is hsa-miR-1228-5p with sequence GUGGGCGGGGGCAGGUGUGUG. The protein sequence of the target gene is MEDRLQMDNGLIAQKIVSVHLKDPALKELGKASDKQVQGPPPGPEASPEAQPAQGVMEHAGQGDCKAAGEGPSPRRRGCAPESEPAADGDPGLSSPELCQLHLSICHECLELENSTIDSVRSASAENIPDLPCDHSGVEGAAGELCPERKGKRVNISGKAPNILLYVGSGSEEALGRLQQVRSVLTDCVDTDSYTLYHLLEDSALRDPWSDNCLLLVIASRDPIPKDIQHKFMAYLSQGGKVLGLSSPFTLGGFRVTRRDVLRNTVQNLVFSKADGTEVRLSVLSSGYVYEEGPSLGRLQ.... Result: 0 (no interaction).